The task is: Predict the product of the given reaction.. This data is from Forward reaction prediction with 1.9M reactions from USPTO patents (1976-2016). (1) Given the reactants [Cl:1][C:2]1[CH:7]=[C:6]2[NH:8][C:9](=[O:42])[C:10]3([CH:15]([C:16]4[CH:21]=[C:20]([Cl:22])[CH:19]=[CH:18][C:17]=4[O:23][C:24]([C:27]([O:29]CC)=[O:28])([CH3:26])[CH3:25])[CH2:14][C:13](=[O:32])[NH:12][CH:11]3[C:33]3[CH:38]=[C:37]([Cl:39])[CH:36]=[CH:35][C:34]=3[O:40][CH3:41])[C:5]2=[CH:4][CH:3]=1.[OH-].[Na+].O, predict the reaction product. The product is: [Cl:1][C:2]1[CH:7]=[C:6]2[NH:8][C:9](=[O:42])[C:10]3([CH:15]([C:16]4[CH:21]=[C:20]([Cl:22])[CH:19]=[CH:18][C:17]=4[O:23][C:24]([C:27]([OH:29])=[O:28])([CH3:25])[CH3:26])[CH2:14][C:13](=[O:32])[NH:12][CH:11]3[C:33]3[CH:38]=[C:37]([Cl:39])[CH:36]=[CH:35][C:34]=3[O:40][CH3:41])[C:5]2=[CH:4][CH:3]=1. (2) Given the reactants Cl[C:2]1[C:3]2[CH:10]=[CH:9][NH:8][C:4]=2[N:5]=[C-:6][N:7]=1.[CH3:11][N:12]1[C:17](=[O:18])[CH2:16][C@@H:15]2[CH2:19][CH:20]([NH:22][CH3:23])[CH2:21][C@@H:14]2[CH2:13]1.C(=O)([O-])[O-].[K+].[K+], predict the reaction product. The product is: [CH3:11][N:12]1[C:17](=[O:18])[CH2:16][C@H:15]2[CH2:19][C@@H:20]([N:22]([CH3:23])[C:2]3[C:3]4[CH:10]=[CH:9][NH:8][C:4]=4[N:5]=[CH:6][N:7]=3)[CH2:21][C@H:14]2[CH2:13]1. (3) Given the reactants C(OC(=O)[NH:7][C@H:8]1[CH2:13][CH2:12][CH2:11][N:10]([C:14]2[N:22]([CH2:23][C:24]3[CH:29]=[CH:28][CH:27]=[CH:26][CH:25]=3)[C:21]3[C:20](=[O:30])[N:19]([CH3:31])[C:18](=[O:32])[N:17]([CH3:33])[C:16]=3[C:15]=2[S:34][CH3:35])[CH2:9]1)(C)(C)C.FC(F)(F)C(O)=O, predict the reaction product. The product is: [NH2:7][C@H:8]1[CH2:13][CH2:12][CH2:11][N:10]([C:14]2[N:22]([CH2:23][C:24]3[CH:29]=[CH:28][CH:27]=[CH:26][CH:25]=3)[C:21]3[C:20](=[O:30])[N:19]([CH3:31])[C:18](=[O:32])[N:17]([CH3:33])[C:16]=3[C:15]=2[S:34][CH3:35])[CH2:9]1. (4) Given the reactants [Cl:1][C:2]1[C:7]([C@H:8]2[CH2:12][CH2:11][CH2:10][N:9]2[C:13]2[CH:18]=[CH:17][N:16]3[N:19]=[CH:20][C:21]([C:22]([NH:24][CH2:25][CH2:26][CH2:27][NH:28]C(=O)OC(C)(C)C)=[O:23])=[C:15]3[N:14]=2)=[CH:6][C:5]([F:36])=[CH:4][N:3]=1.Cl, predict the reaction product. The product is: [NH2:28][CH2:27][CH2:26][CH2:25][NH:24][C:22]([C:21]1[CH:20]=[N:19][N:16]2[CH:17]=[CH:18][C:13]([N:9]3[CH2:10][CH2:11][CH2:12][C@@H:8]3[C:7]3[C:2]([Cl:1])=[N:3][CH:4]=[C:5]([F:36])[CH:6]=3)=[N:14][C:15]=12)=[O:23]. (5) Given the reactants [NH2:1][C:2]1[CH:9]=[CH:8][C:5]([CH2:6][NH2:7])=[CH:4][CH:3]=1.[C:10]([O:14][C:15](O[C:15]([O:14][C:10]([CH3:13])([CH3:12])[CH3:11])=[O:16])=[O:16])([CH3:13])([CH3:12])[CH3:11], predict the reaction product. The product is: [C:10]([O:14][C:15](=[O:16])[NH:7][CH2:6][C:5]1[CH:8]=[CH:9][C:2]([NH2:1])=[CH:3][CH:4]=1)([CH3:13])([CH3:12])[CH3:11]. (6) Given the reactants [F:1][C:2]1[CH:11]=[C:10]([F:12])[CH:9]=[C:8]2[C:3]=1[C:4]([NH:20][C:21]1[CH:26]=[C:25]([N:27]3[CH2:32][CH2:31][O:30][CH2:29][CH2:28]3)[N:24]=[CH:23][C:22]=1[C:33]1[CH:34]=[C:35]([NH:39][S:40]([CH3:43])(=[O:42])=[O:41])[CH:36]=[CH:37][CH:38]=1)=[C:5]([CH3:19])[C:6]([N:13]1[CH2:18][CH2:17][NH:16][CH2:15][CH2:14]1)=[N:7]2.C(=O)([O-])[O-].[K+].[K+].Cl[C:51]([O:53][CH3:54])=[O:52], predict the reaction product. The product is: [F:1][C:2]1[CH:11]=[C:10]([F:12])[CH:9]=[C:8]2[C:3]=1[C:4]([NH:20][C:21]1[C:22]([C:33]3[CH:38]=[CH:37][CH:36]=[C:35]([NH:39][S:40]([CH3:43])(=[O:42])=[O:41])[CH:34]=3)=[CH:23][N:24]=[C:25]([N:27]3[CH2:32][CH2:31][O:30][CH2:29][CH2:28]3)[CH:26]=1)=[C:5]([CH3:19])[C:6]([N:13]1[CH2:18][CH2:17][N:16]([C:51]([O:53][CH3:54])=[O:52])[CH2:15][CH2:14]1)=[N:7]2. (7) Given the reactants COC1C=C2C(=CC=1OC)N=CC=C2[O:15][S:16]([C:19]([F:22])([F:21])[F:20])(=[O:18])=[O:17].[CH3:23][O:24][C:25]1[CH:26]=[C:27]2[C:32](=[CH:33][C:34]=1[O:35][CH3:36])[N:31]=[CH:30][CH:29]=[C:28]2O.N1C(C)=CC=CC=1C.FC(F)(F)S(Cl)(=O)=O, predict the reaction product. The product is: [CH3:23][O:24][C:25]1[CH:26]=[C:27]2[C:32](=[CH:33][C:34]=1[O:35][CH3:36])[N:31]=[C:30]([O:18][S:16]([C:19]([F:22])([F:21])[F:20])(=[O:17])=[O:15])[CH:29]=[CH:28]2. (8) Given the reactants [NH2:1]C1C=CC(C2C=CC=CC=2)=CC=1C#N.N1C=CC=CC=1.[C:22](Cl)(Cl)=[O:23].[C:26]1([C:32]2[CH:33]=[CH:34][C:35]3[O:39][C:38]([CH2:40][OH:41])=[CH:37][C:36]=3[CH:42]=2)[CH:31]=[CH:30][CH:29]=[CH:28][CH:27]=1.C(N(CC)CC)C, predict the reaction product. The product is: [C:26]1([C:32]2[CH:33]=[CH:34][C:35]3[O:39][C:38]([CH2:40][O:41][C:22](=[O:23])[NH2:1])=[CH:37][C:36]=3[CH:42]=2)[CH:27]=[CH:28][CH:29]=[CH:30][CH:31]=1.